From a dataset of Full USPTO retrosynthesis dataset with 1.9M reactions from patents (1976-2016). Predict the reactants needed to synthesize the given product. The reactants are: [CH2:1]([O:3][C:4]([C:6]1[N:7]=[C:8]([C:13]2[CH:18]=[CH:17][C:16]([O:19][CH3:20])=[CH:15][CH:14]=2)[O:9][C:10]=1[CH2:11][OH:12])=[O:5])[CH3:2].[O:21]1[CH:26]=[CH:25][CH2:24][CH2:23][CH2:22]1.C1(C)C=CC(S([O-])(=O)=O)=CC=1.[NH+]1C=CC=CC=1. Given the product [CH2:1]([O:3][C:4]([C:6]1[N:7]=[C:8]([C:13]2[CH:14]=[CH:15][C:16]([O:19][CH3:20])=[CH:17][CH:18]=2)[O:9][C:10]=1[CH2:11][O:12][CH:22]1[CH2:23][CH2:24][CH2:25][CH2:26][O:21]1)=[O:5])[CH3:2], predict the reactants needed to synthesize it.